Regression. Given two drug SMILES strings and cell line genomic features, predict the synergy score measuring deviation from expected non-interaction effect. From a dataset of NCI-60 drug combinations with 297,098 pairs across 59 cell lines. (1) Drug 1: CC1OCC2C(O1)C(C(C(O2)OC3C4COC(=O)C4C(C5=CC6=C(C=C35)OCO6)C7=CC(=C(C(=C7)OC)O)OC)O)O. Drug 2: CS(=O)(=O)CCNCC1=CC=C(O1)C2=CC3=C(C=C2)N=CN=C3NC4=CC(=C(C=C4)OCC5=CC(=CC=C5)F)Cl. Cell line: T-47D. Synergy scores: CSS=34.2, Synergy_ZIP=-8.02, Synergy_Bliss=0.480, Synergy_Loewe=-3.48, Synergy_HSA=1.75. (2) Drug 1: C1=NNC2=C1C(=O)NC=N2. Drug 2: CCC1(C2=C(COC1=O)C(=O)N3CC4=CC5=C(C=CC(=C5CN(C)C)O)N=C4C3=C2)O.Cl. Cell line: MALME-3M. Synergy scores: CSS=5.52, Synergy_ZIP=0.319, Synergy_Bliss=1.29, Synergy_Loewe=-3.34, Synergy_HSA=0.990.